This data is from Forward reaction prediction with 1.9M reactions from USPTO patents (1976-2016). The task is: Predict the product of the given reaction. (1) Given the reactants [NH:1](C(OCC1C2C(=CC=CC=2)C2C1=CC=CC=2)=O)[C@H:2]([C:14]([NH:16][C:17]1[CH:26]=[C:25]2[C:20]([C:21]([CH3:28])=[CH:22][C:23](=[O:27])[O:24]2)=[CH:19][CH:18]=1)=[O:15])[CH2:3][CH2:4][CH2:5][NH:6][C:7]([O:9][C:10]([CH3:13])([CH3:12])[CH3:11])=[O:8].C(S)CCCCCCC.C1CCN2C(=NCCC2)CC1.C(O)(=O)C, predict the reaction product. The product is: [NH2:1][C@H:2]([C:14]([NH:16][C:17]1[CH:26]=[C:25]2[C:20]([C:21]([CH3:28])=[CH:22][C:23](=[O:27])[O:24]2)=[CH:19][CH:18]=1)=[O:15])[CH2:3][CH2:4][CH2:5][NH:6][C:7]([O:9][C:10]([CH3:11])([CH3:12])[CH3:13])=[O:8]. (2) The product is: [Cl:13][C:5]1[CH:6]=[CH:7][CH:8]=[C:9]([CH2:10][O:11][CH3:12])[C:4]=1[C:3]([OH:14])=[O:2]. Given the reactants C[O:2][C:3](=[O:14])[C:4]1[C:9]([CH2:10][O:11][CH3:12])=[CH:8][CH:7]=[CH:6][C:5]=1[Cl:13].[OH-].[Na+], predict the reaction product. (3) Given the reactants [CH2:1]([O:3][C:4]([C:6]1[C:7]2[CH:18]=[C:17]([CH2:19][C:20]3[CH:25]=[CH:24][CH:23]=[CH:22][CH:21]=3)[CH:16]=[C:15]([OH:26])[C:8]=2[S:9][C:10]=1[NH:11]C(=O)C)=[O:5])[CH3:2].OS(O)(=O)=O, predict the reaction product. The product is: [CH2:1]([O:3][C:4]([C:6]1[C:7]2[CH:18]=[C:17]([CH2:19][C:20]3[CH:25]=[CH:24][CH:23]=[CH:22][CH:21]=3)[CH:16]=[C:15]([OH:26])[C:8]=2[S:9][C:10]=1[NH2:11])=[O:5])[CH3:2]. (4) Given the reactants S1C=CC2C(N3CCN(CCCO[C:20]4[CH:21]=[C:22]5[C:27](=[CH:28][CH:29]=4)[C:26](=[O:30])[N:25]([CH3:31])[CH:24]=[CH:23]5)CC3)=CC=CC1=2.[S:32]1[CH:36]=[CH:35][C:34]2[C:37]([N:41]3[CH2:46][CH2:45][N:44]([CH2:47][CH2:48][CH2:49][O:50]C4C=C5C(=CC=4)C(=O)NC=C5)[CH2:43][CH2:42]3)=[CH:38][CH:39]=[CH:40][C:33]1=2.CI.C(O)C.[ClH:67], predict the reaction product. The product is: [ClH:67].[S:32]1[CH:36]=[CH:35][C:34]2[C:37]([N:41]3[CH2:46][CH2:45][N:44]([CH2:47][CH2:48][CH2:49][O:50][C:24]4[N:25]([CH3:31])[C:26](=[O:30])[C:27]5[C:22]([CH:23]=4)=[CH:21][CH:20]=[CH:29][CH:28]=5)[CH2:43][CH2:42]3)=[CH:38][CH:39]=[CH:40][C:33]1=2.